From a dataset of Full USPTO retrosynthesis dataset with 1.9M reactions from patents (1976-2016). Predict the reactants needed to synthesize the given product. (1) Given the product [ClH:1].[Cl:1][C:2]1[CH:10]=[C:9]([CH:11]([NH:13][C:14]2[CH:19]=[C:18]([N:20]3[CH2:25][CH2:24][NH:23][CH2:22][CH2:21]3)[CH:17]=[CH:16][C:15]=2[S:26]([CH3:29])(=[O:28])=[O:27])[CH3:12])[C:5]2[O:6][CH2:7][O:8][C:4]=2[CH:3]=1, predict the reactants needed to synthesize it. The reactants are: [Cl:1][C:2]1[CH:10]=[C:9]([CH:11]([NH:13][C:14]2[CH:19]=[C:18]([N:20]3[CH2:25][CH2:24][NH:23][CH2:22][CH2:21]3)[CH:17]=[CH:16][C:15]=2[S:26]([CH3:29])(=[O:28])=[O:27])[CH3:12])[C:5]2[O:6][CH2:7][O:8][C:4]=2[CH:3]=1.Cl. (2) Given the product [F:19][C:20]1[CH:27]=[C:26]([F:28])[CH:25]=[CH:24][C:21]=1[CH2:22][N:9]1[C:10]([CH2:12][CH2:13][C:14]([O:16][CH2:17][CH3:18])=[O:15])=[CH:11][C:7]([O:6][CH2:3][CH2:4][CH3:5])=[N:8]1, predict the reactants needed to synthesize it. The reactants are: [H-].[Na+].[CH2:3]([O:6][C:7]1[CH:11]=[C:10]([CH2:12][CH2:13][C:14]([O:16][CH2:17][CH3:18])=[O:15])[NH:9][N:8]=1)[CH2:4][CH3:5].[F:19][C:20]1[CH:27]=[C:26]([F:28])[CH:25]=[CH:24][C:21]=1[CH2:22]Br.O. (3) Given the product [OH:32][CH:31]([CH2:33][OH:5])[CH2:30][C:25]1[C:20]2[O:19][CH2:18][C:17]3=[C:13]([C:11]([N:10]([CH3:29])[CH3:9])=[O:12])[N:14]=[CH:15][N:16]3[C:21]=2[CH:22]=[CH:23][CH:24]=1, predict the reactants needed to synthesize it. The reactants are: C[N+]1([O-])CC[O:5]CC1.[CH3:9][N:10]([CH3:29])[C:11]([C:13]1[N:14]=[CH:15][N:16]2[C:21]3[CH:22]=[CH:23][CH:24]=[C:25](CC=C)[C:20]=3[O:19][CH2:18][C:17]=12)=[O:12].[CH3:30][C:31]([CH3:33])=[O:32].O. (4) Given the product [NH:1]1[C:9]2[C:4](=[CH:5][C:6]([CH2:10][CH2:11][C:12]([O:14][CH3:15])=[O:13])=[CH:7][CH:8]=2)[CH:3]=[CH:2]1, predict the reactants needed to synthesize it. The reactants are: [NH:1]1[C:9]2[C:4](=[CH:5][C:6]([CH:10]=[CH:11][C:12]([O:14][CH3:15])=[O:13])=[CH:7][CH:8]=2)[CH:3]=[CH:2]1. (5) Given the product [N:15]1[CH:16]=[CH:17][C:12]([N:1]2[C:9]3[C:4](=[CH:5][CH:6]=[CH:7][CH:8]=3)[CH:3]=[CH:2]2)=[CH:13][CH:14]=1, predict the reactants needed to synthesize it. The reactants are: [NH:1]1[C:9]2[C:4](=[CH:5][CH:6]=[CH:7][CH:8]=2)[CH:3]=[CH:2]1.Cl.Cl[C:12]1[CH:17]=[CH:16][N:15]=[CH:14][CH:13]=1.[I-].[K+].CC(C)([O-])C.[Na+]. (6) Given the product [CH:36]1([C:39]2[C:40]([O:49][CH2:50][CH:51]3[CH2:56][CH2:55][N:54]([S:57]([CH:60]4[CH2:61][O:62][CH2:63]4)(=[O:59])=[O:58])[CH2:53][CH2:52]3)=[CH:41][C:42]([F:48])=[C:43]([CH:47]=2)[C:44]([NH:75][S:72]([CH:69]2[CH2:71][CH2:70]2)(=[O:74])=[O:73])=[O:46])[CH2:37][CH2:38]1, predict the reactants needed to synthesize it. The reactants are: ClC1C(F)=C(C=C(C(F)(F)F)C=1)CN1CCC(COC2C(C3CC3)=CC(C(O)=O)=C(F)C=2)(F)CC1.[CH:36]1([C:39]2[C:40]([O:49][CH2:50][CH:51]3[CH2:56][CH2:55][N:54]([S:57]([CH:60]4[CH2:63][O:62][CH2:61]4)(=[O:59])=[O:58])[CH2:53][CH2:52]3)=[CH:41][C:42]([F:48])=[C:43]([CH:47]=2)[C:44]([OH:46])=O)[CH2:38][CH2:37]1.CS(N)(=O)=O.[CH:69]1([S:72]([NH2:75])(=[O:74])=[O:73])[CH2:71][CH2:70]1. (7) Given the product [NH2:1][C:2]1[CH:9]=[CH:8][C:7]([C:10]2[CH:15]=[CH:14][N:13]=[C:12]([NH:21][C:20]3[CH:38]=[CH:39][C:40]([N:41]4[CH2:36][CH2:43][O:46][CH2:49][CH2:48]4)=[CH:22][CH:19]=3)[N:11]=2)=[CH:6][C:3]=1[C:4]#[N:5], predict the reactants needed to synthesize it. The reactants are: [NH2:1][C:2]1[CH:9]=[CH:8][C:7]([C:10]2[CH:15]=[CH:14][N:13]=[C:12](Cl)[N:11]=2)=[CH:6][C:3]=1[C:4]#[N:5].NC1C=CC(B2OC(C)(C)C(C)(C)O2)=[CH:22][C:19]=1[C:20]#[N:21].Cl[C:36]1[N:41]=[C:40](Cl)[CH:39]=[CH:38]N=1.[C:43]([O-:46])(O)=O.[Na+].[CH3:48][C:49]#N. (8) Given the product [NH2:11][C:9]1[N:8]=[CH:7][N:6]=[C:5]2[N:4]([CH:12]([C:14]3[CH:15]=[C:16]4[N:21]([C:22]=3[C:23]3[CH:28]=[CH:27][CH:26]=[CH:25][N:24]=3)[CH:20]=[CH:19][CH:18]=[CH:17]4)[CH3:13])[N:3]=[C:2]([C:38]3[S:37][C:36]([NH:39][C:40](=[O:46])[O:41][C:42]([CH3:44])([CH3:43])[CH3:45])=[N:35][CH:34]=3)[C:10]=12, predict the reactants needed to synthesize it. The reactants are: I[C:2]1[C:10]2[C:5](=[N:6][CH:7]=[N:8][C:9]=2[NH2:11])[N:4]([CH:12]([C:14]2[CH:15]=[C:16]3[N:21]([C:22]=2[C:23]2[CH:28]=[CH:27][CH:26]=[CH:25][N:24]=2)[CH:20]=[CH:19][CH:18]=[CH:17]3)[CH3:13])[N:3]=1.C([Sn](CCCC)(CCCC)[C:34]1[N:35]=[C:36]([NH:39][C:40](=[O:46])[O:41][C:42]([CH3:45])([CH3:44])[CH3:43])[S:37][CH:38]=1)CCC.[Cl-].[Li+]. (9) Given the product [CH2:40]([O:39][CH2:38][CH2:37][S:34]([C:31]1[CH:30]=[CH:29][C:28]([C:20]([C:11]2[NH:10][C:14]3=[N:15][CH:16]=[C:17]([F:19])[CH:18]=[C:13]3[CH:12]=2)=[CH:21][CH:22]2[CH2:27][CH2:26][O:25][CH2:24][CH2:23]2)=[CH:33][CH:32]=1)(=[O:35])=[O:36])[CH3:43], predict the reactants needed to synthesize it. The reactants are: C1(S([N:10]2[C:14]3=[N:15][CH:16]=[C:17]([F:19])[CH:18]=[C:13]3[CH:12]=[C:11]2[C:20]([C:28]2[CH:33]=[CH:32][C:31]([S:34]([CH2:37][CH2:38][O:39][CH3:40])(=[O:36])=[O:35])=[CH:30][CH:29]=2)=[CH:21][CH:22]2[CH2:27][CH2:26][O:25][CH2:24][CH2:23]2)(=O)=O)C=CC=CC=1.[OH-].[Na+].[CH2:43](O)C. (10) Given the product [C:1]([O:5][C:6](=[O:29])[NH:7][C:8]([CH3:28])([CH2:25][CH2:26][CH3:27])[CH2:9][NH:10][C:11]([C:13]1[C:14]([CH3:24])=[N:15][N:16]2[C:21]([O:22][CH2:37][C:38]3[C:43]([F:44])=[CH:42][CH:41]=[CH:40][N:39]=3)=[CH:20][C:19]([CH3:23])=[CH:18][C:17]=12)=[O:12])([CH3:4])([CH3:3])[CH3:2], predict the reactants needed to synthesize it. The reactants are: [C:1]([O:5][C:6](=[O:29])[NH:7][C:8]([CH3:28])([CH2:25][CH2:26][CH3:27])[CH2:9][NH:10][C:11]([C:13]1[C:14]([CH3:24])=[N:15][N:16]2[C:21]([OH:22])=[CH:20][C:19]([CH3:23])=[CH:18][C:17]=12)=[O:12])([CH3:4])([CH3:3])[CH3:2].C(=O)([O-])[O-].[Cs+].[Cs+].Br[CH2:37][C:38]1[C:43]([F:44])=[CH:42][CH:41]=[CH:40][N:39]=1.